This data is from Full USPTO retrosynthesis dataset with 1.9M reactions from patents (1976-2016). The task is: Predict the reactants needed to synthesize the given product. (1) Given the product [C:19]1([C:9]2[N:8]([C:5]3[CH:6]=[CH:7][C:2]([C:27]4[CH:26]=[N:25][CH:30]=[CH:29][CH:28]=4)=[CH:3][CH:4]=3)[C:12]([C:13]3[CH:14]=[CH:15][CH:16]=[CH:17][CH:18]=3)=[N:11][N:10]=2)[CH:20]=[CH:21][CH:22]=[CH:23][CH:24]=1, predict the reactants needed to synthesize it. The reactants are: Br[C:2]1[CH:7]=[CH:6][C:5]([N:8]2[C:12]([C:13]3[CH:18]=[CH:17][CH:16]=[CH:15][CH:14]=3)=[N:11][N:10]=[C:9]2[C:19]2[CH:24]=[CH:23][CH:22]=[CH:21][CH:20]=2)=[CH:4][CH:3]=1.[N:25]1[CH:30]=[CH:29][CH:28]=[C:27](B(O)O)[CH:26]=1.C(=O)([O-])[O-].[Na+].[Na+]. (2) Given the product [CH3:26][N:2]([CH3:1])[CH2:3][CH:4]([C:19]1([OH:25])[CH2:20][CH2:21][CH2:22][CH2:23][CH2:24]1)[C:5]1[CH:10]=[CH:9][C:8]([OH:11])=[CH:7][CH:6]=1, predict the reactants needed to synthesize it. The reactants are: [CH3:1][N:2]([CH3:26])[CH2:3][CH:4]([C:19]1([OH:25])[CH2:24][CH2:23][CH2:22][CH2:21][CH2:20]1)[C:5]1[CH:10]=[CH:9][C:8]([O:11]CC2C=CC=CC=2)=[CH:7][CH:6]=1. (3) The reactants are: OC1C(C(=O)C)=CSC=1C1C=CC2CCCCC=2C=1.[O:20]1[C:24]2[CH:25]=[CH:26][C:27]([C:29]3[S:33][CH:32]=[C:31]([C:34](=[O:36])[CH3:35])[C:30]=3[O:37]C)=[CH:28][C:23]=2[CH2:22][CH2:21]1. Given the product [O:20]1[C:24]2[CH:25]=[CH:26][C:27]([C:29]3[S:33][CH:32]=[C:31]([C:34](=[O:36])[CH3:35])[C:30]=3[OH:37])=[CH:28][C:23]=2[CH2:22][CH2:21]1, predict the reactants needed to synthesize it. (4) Given the product [OH:53][C:47]([C:49]([F:52])([F:51])[F:50])=[O:48].[NH2:33][C@H:23]([C:12]1[C:11]([C:8]2[CH:9]=[CH:10][C:2]([Cl:1])=[C:3]3[C:7]=2[N:6]([CH3:41])[N:5]=[C:4]3[NH:42][S:43]([CH3:46])(=[O:44])=[O:45])=[CH:16][CH:15]=[C:14]([C:17]#[C:18][C:19]([OH:22])([CH3:20])[CH3:21])[N:13]=1)[CH2:24][C:25]1[CH:30]=[C:29]([F:31])[CH:28]=[C:27]([F:32])[CH:26]=1, predict the reactants needed to synthesize it. The reactants are: [Cl:1][C:2]1[CH:10]=[CH:9][C:8]([C:11]2[C:12]([C@@H:23]([NH:33]C(=O)OC(C)(C)C)[CH2:24][C:25]3[CH:30]=[C:29]([F:31])[CH:28]=[C:27]([F:32])[CH:26]=3)=[N:13][C:14]([C:17]#[C:18][C:19]([OH:22])([CH3:21])[CH3:20])=[CH:15][CH:16]=2)=[C:7]2[C:3]=1[C:4]([NH:42][S:43]([CH3:46])(=[O:45])=[O:44])=[N:5][N:6]2[CH3:41].[C:47]([OH:53])([C:49]([F:52])([F:51])[F:50])=[O:48].C([O-])(O)=O.[Na+]. (5) Given the product [CH3:19][O:20][C:21]1[CH:27]=[CH:26][CH:25]=[CH:24][C:22]=1[NH:23][C:13](=[O:15])[C:12]1[CH:16]=[CH:17][CH:18]=[C:10]([S:7]([C:1]2[CH:2]=[CH:3][CH:4]=[CH:5][CH:6]=2)(=[O:8])=[O:9])[CH:11]=1, predict the reactants needed to synthesize it. The reactants are: [C:1]1([S:7]([C:10]2[CH:11]=[C:12]([CH:16]=[CH:17][CH:18]=2)[C:13]([OH:15])=O)(=[O:9])=[O:8])[CH:6]=[CH:5][CH:4]=[CH:3][CH:2]=1.[CH3:19][O:20][C:21]1[CH:27]=[CH:26][CH:25]=[CH:24][C:22]=1[NH2:23].